This data is from Forward reaction prediction with 1.9M reactions from USPTO patents (1976-2016). The task is: Predict the product of the given reaction. Given the reactants Br[CH2:2][CH2:3][CH2:4][O:5][C:6]1[CH:7]=[CH:8][C:9]2[S:13][CH:12]=[N:11][C:10]=2[CH:14]=1.[Na+].[I-].Cl.[Cl:18][C:19]1[C:24]([Cl:25])=[CH:23][CH:22]=[CH:21][C:20]=1[N:26]1[CH2:31][CH2:30][NH:29][CH2:28][CH2:27]1.C([O-])([O-])=O.[K+].[K+], predict the reaction product. The product is: [Cl:18][C:19]1[C:24]([Cl:25])=[CH:23][CH:22]=[CH:21][C:20]=1[N:26]1[CH2:31][CH2:30][N:29]([CH2:2][CH2:3][CH2:4][O:5][C:6]2[CH:7]=[CH:8][C:9]3[S:13][CH:12]=[N:11][C:10]=3[CH:14]=2)[CH2:28][CH2:27]1.